This data is from Full USPTO retrosynthesis dataset with 1.9M reactions from patents (1976-2016). The task is: Predict the reactants needed to synthesize the given product. Given the product [C:1]([C:3]1[CH:4]=[C:5]([C:16]2[CH:21]=[CH:20][N:19]=[C:18]3[NH:22][C:23]([C:25]4[CH:26]=[N:27][N:28]([CH:30]5[CH2:31][CH2:32][N:33]([C:36]([O:38][C:39]([CH3:42])([CH3:41])[CH3:40])=[O:37])[CH2:34][CH2:35]5)[CH:29]=4)=[CH:24][C:17]=23)[CH:6]=[CH:7][C:8]=1[O:9][CH:10]1[CH2:15][CH2:14][O:13][CH2:12][CH2:11]1)#[N:2], predict the reactants needed to synthesize it. The reactants are: [C:1]([C:3]1[CH:4]=[C:5]([C:16]2[CH:21]=[CH:20][N:19]=[C:18]3[N:22](S(C4C=CC=CC=4)(=O)=O)[C:23]([C:25]4[CH:26]=[N:27][N:28]([CH:30]5[CH2:35][CH2:34][N:33]([C:36]([O:38][C:39]([CH3:42])([CH3:41])[CH3:40])=[O:37])[CH2:32][CH2:31]5)[CH:29]=4)=[CH:24][C:17]=23)[CH:6]=[CH:7][C:8]=1[O:9][CH:10]1[CH2:15][CH2:14][O:13][CH2:12][CH2:11]1)#[N:2].C(=O)([O-])[O-].[Cs+].[Cs+].FC(F)(F)CO.